From a dataset of Reaction yield outcomes from USPTO patents with 853,638 reactions. Predict the reaction yield, written as a fraction of the theoretical maximum amount of product (1.0 means a 100% yield; for example, 0.34 means a 34% yield). (1) The reactants are [H-].[Na+].[CH2:3]([C:5]([C:27]1[CH:32]=[CH:31][C:30]([OH:33])=[C:29]([CH3:34])[CH:28]=1)([C:8]1[CH:13]=[CH:12][C:11](/[CH:14]=[CH:15]/[C:16]([OH:25])([C:21]([F:24])([F:23])[F:22])[C:17]([F:20])([F:19])[F:18])=[C:10]([CH3:26])[CH:9]=1)[CH2:6][CH3:7])[CH3:4].[CH3:35][O:36][CH2:37]Cl.[Cl-].[NH4+]. The catalyst is CN(C)C=O. The product is [CH2:3]([C:5]([C:27]1[CH:32]=[CH:31][C:30]([OH:33])=[C:29]([CH3:34])[CH:28]=1)([C:8]1[CH:13]=[CH:12][C:11](/[CH:14]=[CH:15]/[C:16]([O:25][CH2:35][O:36][CH3:37])([C:21]([F:22])([F:23])[F:24])[C:17]([F:20])([F:19])[F:18])=[C:10]([CH3:26])[CH:9]=1)[CH2:6][CH3:7])[CH3:4]. The yield is 0.330. (2) The yield is 0.910. The reactants are Br[C:2]1[C:3]([NH2:8])=[N:4][CH:5]=[CH:6][CH:7]=1.[CH3:9][O:10][C:11]1[C:16]([O:17][CH3:18])=[CH:15][CH:14]=[CH:13][C:12]=1B(O)O.O.C(=O)([O-])[O-].[Na+].[Na+]. The product is [CH3:9][O:10][C:11]1[C:16]([O:17][CH3:18])=[CH:15][CH:14]=[CH:13][C:12]=1[C:2]1[C:3]([NH2:8])=[N:4][CH:5]=[CH:6][CH:7]=1. The catalyst is C1COCC1.C1C=CC([P]([Pd]([P](C2C=CC=CC=2)(C2C=CC=CC=2)C2C=CC=CC=2)([P](C2C=CC=CC=2)(C2C=CC=CC=2)C2C=CC=CC=2)[P](C2C=CC=CC=2)(C2C=CC=CC=2)C2C=CC=CC=2)(C2C=CC=CC=2)C2C=CC=CC=2)=CC=1. (3) The reactants are Cl.Cl.[N:3]12[CH2:10][CH2:9][CH:6]([CH2:7][CH2:8]1)[C@@H:5]([O:11][C:12](=[O:21])[CH:13]([NH2:20])[C:14]1[CH:19]=[CH:18][CH:17]=[CH:16][CH:15]=1)[CH2:4]2.[CH:22]([C:24]1[S:28][C:27]([C:29]([O:31][CH:32]([C:43]2[CH:48]=[CH:47][C:46]([O:49][CH3:50])=[C:45]([O:51][CH2:52][CH3:53])[CH:44]=2)[CH2:33][C:34]2[C:39]([Cl:40])=[CH:38][N+:37]([O-:41])=[CH:36][C:35]=2[Cl:42])=[O:30])=[CH:26][CH:25]=1)=O.C(O)(=O)C.C([BH3-])#N.[Na+]. The catalyst is C(O)C. The product is [Cl:40][C:39]1[CH:38]=[N+:37]([O-:41])[CH:36]=[C:35]([Cl:42])[C:34]=1[CH2:33][CH:32]([O:31][C:29]([C:27]1[S:28][C:24]([CH2:22][NH:20][CH:13]([C:14]2[CH:19]=[CH:18][CH:17]=[CH:16][CH:15]=2)[C:12](=[O:21])[O:11][C@@H:5]2[CH:6]3[CH2:7][CH2:8][N:3]([CH2:10][CH2:9]3)[CH2:4]2)=[CH:25][CH:26]=1)=[O:30])[C:43]1[CH:48]=[CH:47][C:46]([O:49][CH3:50])=[C:45]([O:51][CH2:52][CH3:53])[CH:44]=1. The yield is 0.250. (4) The reactants are Br[C:2]1[C:3]([CH3:9])=[N:4][C:5]([CH3:8])=[CH:6][CH:7]=1.[C:10]([Cu])#[N:11]. The catalyst is CN(C=O)C. The product is [CH3:9][C:3]1[N:4]=[C:5]([CH3:8])[CH:6]=[CH:7][C:2]=1[C:10]#[N:11]. The yield is 0.506.